Dataset: Forward reaction prediction with 1.9M reactions from USPTO patents (1976-2016). Task: Predict the product of the given reaction. (1) The product is: [CH3:21][N:19]([CH3:18])[CH:9]1[CH2:8][C:7]2[C:11](=[CH:12][CH:13]=[C:5]([N+:2]([O-:4])=[O:3])[CH:6]=2)[CH2:10]1. Given the reactants Cl.[N+:2]([C:5]1[CH:6]=[C:7]2[C:11](=[CH:12][CH:13]=1)[CH2:10][CH:9](N)[CH2:8]2)([O-:4])=[O:3].C=O.[BH3-][C:18]#[N:19].[Na+].[C:21](O)(=O)C, predict the reaction product. (2) The product is: [Cl:11][C:5]1[CH:6]=[C:7]([Cl:10])[CH:8]=[CH:9][C:4]=1[C:2]([CH:1]=[CH:15][N:16]([CH3:18])[CH3:17])=[O:3]. Given the reactants [CH3:1][C:2]([C:4]1[CH:9]=[CH:8][C:7]([Cl:10])=[CH:6][C:5]=1[Cl:11])=[O:3].C(O[CH:15](OCC)[N:16]([CH3:18])[CH3:17])C, predict the reaction product. (3) Given the reactants [OH:1][C:2]1[CH:11]=[C:10]2[C:5]([CH:6]=[CH:7][N:8]=[CH:9]2)=[CH:4][CH:3]=1.C(N(CC)CC)C.[F:19][C:20]([S:23](O[S:23]([C:20]([F:22])([F:21])[F:19])(=[O:25])=[O:24])(=[O:25])=[O:24])([F:22])[F:21], predict the reaction product. The product is: [F:19][C:20]([F:22])([F:21])[S:23]([O:1][C:2]1[CH:11]=[C:10]2[C:5]([CH:6]=[CH:7][N:8]=[CH:9]2)=[CH:4][CH:3]=1)(=[O:25])=[O:24]. (4) Given the reactants [C:1]([O:4][CH2:5][CH2:6][C:7]1[C:8]([NH:14][C:15]2[CH:19]=[C:18]([CH:20]3[CH2:22][CH2:21]3)[NH:17][N:16]=2)=[N:9][C:10](Br)=[N:11][CH:12]=1)(=[O:3])[CH3:2].[C:23]([NH:27][S:28]([C:31]1[S:32][C:33](B2OC(C)(C)C(C)(C)O2)=[CH:34][CH:35]=1)(=[O:30])=[O:29])([CH3:26])([CH3:25])[CH3:24].C([O-])([O-])=O.[K+].[K+].O1CCOCC1, predict the reaction product. The product is: [C:1]([O:4][CH2:5][CH2:6][C:7]1[C:8]([NH:14][C:15]2[CH:19]=[C:18]([CH:20]3[CH2:22][CH2:21]3)[NH:17][N:16]=2)=[N:9][C:10]([C:33]2[S:32][C:31]([S:28](=[O:30])(=[O:29])[NH:27][C:23]([CH3:24])([CH3:25])[CH3:26])=[CH:35][CH:34]=2)=[N:11][CH:12]=1)(=[O:3])[CH3:2]. (5) Given the reactants [F:1][C:2]1[CH:7]=[CH:6][C:5]([O:8][CH3:9])=[CH:4][C:3]=1[C:10]1[CH:15]=[CH:14][C:13]([C:16]([O:18][CH3:19])=[O:17])=[CH:12][C:11]=1I.[CH3:21][C:22]([CH3:28])=[C:23](B(O)O)[CH3:24].C(=O)([O-])[O-].[K+].[K+], predict the reaction product. The product is: [CH3:24][C:23]([C:11]1[CH:12]=[C:13]([C:16]([O:18][CH3:19])=[O:17])[CH:14]=[CH:15][C:10]=1[C:3]1[CH:4]=[C:5]([O:8][CH3:9])[CH:6]=[CH:7][C:2]=1[F:1])=[C:22]([CH3:28])[CH3:21]. (6) Given the reactants [CH2:1]([N:3]([CH2:16][CH3:17])[C:4](=[O:15])[C:5]1[CH:10]=[CH:9][CH:8]=[C:7]([O:11][CH2:12][O:13][CH3:14])[CH:6]=1)[CH3:2].CN(C)CCN(C)C.C([Li])(C)(C)C.CN([CH:34]=[O:35])C, predict the reaction product. The product is: [CH2:16]([N:3]([CH2:1][CH3:2])[C:4](=[O:15])[C:5]1[CH:10]=[CH:9][CH:8]=[C:7]([O:11][CH2:12][O:13][CH3:14])[C:6]=1[CH:34]=[O:35])[CH3:17]. (7) Given the reactants BrC1C=CC(O)=C(C2C=[CH:16][C:15]3[C:10](=[CH:11][CH:12]=[C:13]([C:18]4[N:22]([CH:23]5[CH2:28][CH2:27][CH2:26][CH2:25][CH2:24]5)[C:21]5[CH:29]=[CH:30][C:31]([C:33]([OH:35])=[O:34])=[CH:32][C:20]=5[N:19]=4)[CH:14]=3)[N:9]=2)C=1.C(OC(C1C=CC2N(C3CCCCC3)C(C3C=CC(N)=C(C=O)C=3)=NC=2C=1)=O)C.[OH:66][C:67]1[C:75]2[O:74][C:73]([C:76](=O)[CH3:77])=[CH:72][C:71]=2[CH:70]=[CH:69][CH:68]=1.[OH-].[K+], predict the reaction product. The product is: [CH:23]1([N:22]2[C:21]3[CH:29]=[CH:30][C:31]([C:33]([OH:35])=[O:34])=[CH:32][C:20]=3[N:19]=[C:18]2[C:13]2[CH:14]=[C:15]3[C:10](=[CH:11][CH:12]=2)[N:9]=[C:76]([C:73]2[O:74][C:75]4[C:67]([OH:66])=[CH:68][CH:69]=[CH:70][C:71]=4[CH:72]=2)[CH:77]=[CH:16]3)[CH2:24][CH2:25][CH2:26][CH2:27][CH2:28]1. (8) Given the reactants [Cl:1][C:2]1[N:7]=[CH:6][C:5]([CH2:8]O)=[CH:4][C:3]=1[O:10][CH3:11].S(Cl)([Cl:14])=O, predict the reaction product. The product is: [Cl:1][C:2]1[C:3]([O:10][CH3:11])=[CH:4][C:5]([CH2:8][Cl:14])=[CH:6][N:7]=1. (9) Given the reactants N(C(OCC)=O)=NC(OCC)=O.[OH:13][CH:14]1[CH2:19][CH2:18][N:17]([C:20]([O:22][C:23]([CH3:26])([CH3:25])[CH3:24])=[O:21])[CH2:16][CH:15]1[CH3:27].[Cl:28][C:29]1[CH:34]=[CH:33][C:32](O)=[CH:31][CH:30]=1.C1(P(C2C=CC=CC=2)C2C=CC=CC=2)C=CC=CC=1, predict the reaction product. The product is: [Cl:28][C:29]1[CH:34]=[CH:33][C:32]([O:13][CH:14]2[CH2:19][CH2:18][N:17]([C:20]([O:22][C:23]([CH3:26])([CH3:25])[CH3:24])=[O:21])[CH2:16][CH:15]2[CH3:27])=[CH:31][CH:30]=1.